This data is from Catalyst prediction with 721,799 reactions and 888 catalyst types from USPTO. The task is: Predict which catalyst facilitates the given reaction. (1) Product: [N+:20](=[C:5]([C:4](=[O:10])[CH2:3][O:2][CH3:1])[C:6]([O:8][CH3:9])=[O:7])=[N-:21]. Reactant: [CH3:1][O:2][CH2:3][C:4](=[O:10])[CH2:5][C:6]([O:8][CH3:9])=[O:7].C1(C)C=CC(S([N:20]=[N+:21]=[N-])(=O)=O)=CC=1.C(NCC)C. The catalyst class is: 28. (2) Reactant: Cl[C:2]1[C:11]2[C:6](=[CH:7][C:8]([O:14][CH3:15])=[C:9]([O:12][CH3:13])[CH:10]=2)[N:5]=[CH:4][C:3]=1[C:16]#[N:17].C(OC(=O)[NH:24][CH:25]1[CH2:29][CH2:28][NH:27][CH2:26]1)(C)(C)C.C(O)(C(F)(F)F)=O. Product: [NH2:24][CH:25]1[CH2:29][CH2:28][N:27]([C:2]2[C:11]3[C:6](=[CH:7][C:8]([O:14][CH3:15])=[C:9]([O:12][CH3:13])[CH:10]=3)[N:5]=[CH:4][C:3]=2[C:16]#[N:17])[CH2:26]1. The catalyst class is: 32. (3) The catalyst class is: 4. Product: [F:25][C:26]([F:39])([F:38])[S:27]([O:16][CH2:15][CH:12]1[CH2:11][CH2:10][CH:9]([O:8][Si:1]([C:4]([CH3:7])([CH3:6])[CH3:5])([CH3:3])[CH3:2])[CH2:14][CH2:13]1)(=[O:29])=[O:28]. Reactant: [Si:1]([O:8][CH:9]1[CH2:14][CH2:13][CH:12]([CH2:15][OH:16])[CH2:11][CH2:10]1)([C:4]([CH3:7])([CH3:6])[CH3:5])([CH3:3])[CH3:2].N1C(C)=CC=CC=1C.[F:25][C:26]([F:39])([F:38])[S:27](O[S:27]([C:26]([F:39])([F:38])[F:25])(=[O:29])=[O:28])(=[O:29])=[O:28].